Task: Predict the product of the given reaction.. Dataset: Forward reaction prediction with 1.9M reactions from USPTO patents (1976-2016) (1) Given the reactants C(O)[C:2](N)([CH2:5]O)CO.Cl.[SH:10][CH2:11]CO.P(OC[C@H]1O[C@@H](N2C3N=CN=C(N)C=3N=C2)[C@H](O)[C@@H]1O)(OP(OP(O)(O)=O)(O)=O)(=O)O.[Mg+2].[Cl-].[Cl-].C([N:59]([CH2:64][C:65]([OH:67])=[O:66])CC(O)=O)C[N:59](CC(O)=O)[CH2:64][C:65]([OH:67])=[O:66], predict the reaction product. The product is: [NH2:59][C@H:64]([C:65]([OH:67])=[O:66])[CH2:2][CH2:5][S:10][CH3:11]. (2) Given the reactants Br[C:2]1[C:7]([O:8]CCCC=C)=[CH:6][CH:5]=[CH:4][N:3]=1.C1C=CC(P([C:27]2[CH:32]=[CH:31]C=CC=2)C2C=CC=CC=2)=CC=1.[CH3:33]C([O-])=O.[K+].[CH3:38][CH2:39][O:40][C:41]([CH3:43])=O, predict the reaction product. The product is: [C:32]([C:4]1[N:3]=[C:2]2[C:7](=[O:8])[CH2:6][CH2:38][CH2:39][O:40][C:41]2=[CH:43][CH:5]=1)([CH3:31])([CH3:27])[CH3:33]. (3) Given the reactants [Cl:1][C:2]1[CH:7]=[CH:6][CH:5]=[C:4]([F:8])[C:3]=1[CH2:9][N:10]1[C:14]([CH3:15])=[CH:13][C:12]([N:16]2C(=O)C3C(=CC=CC=3)C2=O)=[N:11]1.O.NN, predict the reaction product. The product is: [Cl:1][C:2]1[CH:7]=[CH:6][CH:5]=[C:4]([F:8])[C:3]=1[CH2:9][N:10]1[C:14]([CH3:15])=[CH:13][C:12]([NH2:16])=[N:11]1. (4) Given the reactants [Br:1][C:2]1[N:7]=[C:6]([CH:8]=[CH:9][C:10]([OH:12])=O)[CH:5]=[CH:4][CH:3]=1.Cl.[CH3:14][NH:15][O:16][CH3:17].C1C=CC2N(O)N=NC=2C=1.CCN=C=NCCCN(C)C.C(N(CC)CC)C, predict the reaction product. The product is: [Br:1][C:2]1[N:7]=[C:6]([CH:8]=[CH:9][C:10]([N:15]([O:16][CH3:17])[CH3:14])=[O:12])[CH:5]=[CH:4][CH:3]=1. (5) Given the reactants N1C=CC=CC=1.Cl.[CH3:8][NH:9][O:10][CH3:11].[C:12]1([C:22](Cl)=[O:23])[C:21]2[C:16](=[CH:17][CH:18]=[CH:19][CH:20]=2)[CH:15]=[CH:14][CH:13]=1.O, predict the reaction product. The product is: [CH3:8][N:9]([C:22]([C:12]1[C:21]2[C:16](=[CH:17][CH:18]=[CH:19][CH:20]=2)[CH:15]=[CH:14][CH:13]=1)=[O:23])[O:10][CH3:11].